This data is from NCI-60 drug combinations with 297,098 pairs across 59 cell lines. The task is: Regression. Given two drug SMILES strings and cell line genomic features, predict the synergy score measuring deviation from expected non-interaction effect. (1) Drug 1: C1=NNC2=C1C(=O)NC=N2. Drug 2: CC1C(C(CC(O1)OC2CC(CC3=C2C(=C4C(=C3O)C(=O)C5=CC=CC=C5C4=O)O)(C(=O)C)O)N)O. Cell line: SR. Synergy scores: CSS=40.6, Synergy_ZIP=7.20, Synergy_Bliss=7.67, Synergy_Loewe=-22.5, Synergy_HSA=5.87. (2) Drug 1: C1=CN(C(=O)N=C1N)C2C(C(C(O2)CO)O)O.Cl. Drug 2: CN1C2=C(C=C(C=C2)N(CCCl)CCCl)N=C1CCCC(=O)O.Cl. Cell line: A549. Synergy scores: CSS=34.0, Synergy_ZIP=1.51, Synergy_Bliss=1.18, Synergy_Loewe=-38.4, Synergy_HSA=-0.0336. (3) Drug 1: C1=NC(=NC(=O)N1C2C(C(C(O2)CO)O)O)N. Drug 2: C(CC(=O)O)C(=O)CN.Cl. Cell line: OVCAR-5. Synergy scores: CSS=28.6, Synergy_ZIP=-4.97, Synergy_Bliss=3.44, Synergy_Loewe=2.04, Synergy_HSA=5.44. (4) Drug 1: CC12CCC(CC1=CCC3C2CCC4(C3CC=C4C5=CN=CC=C5)C)O. Drug 2: C1=CC=C(C(=C1)C(C2=CC=C(C=C2)Cl)C(Cl)Cl)Cl. Cell line: SF-295. Synergy scores: CSS=2.40, Synergy_ZIP=-1.93, Synergy_Bliss=-1.13, Synergy_Loewe=-6.87, Synergy_HSA=-2.06. (5) Drug 1: CCC1(CC2CC(C3=C(CCN(C2)C1)C4=CC=CC=C4N3)(C5=C(C=C6C(=C5)C78CCN9C7C(C=CC9)(C(C(C8N6C=O)(C(=O)OC)O)OC(=O)C)CC)OC)C(=O)OC)O.OS(=O)(=O)O. Drug 2: C(=O)(N)NO. Cell line: HOP-92. Synergy scores: CSS=0.142, Synergy_ZIP=0.920, Synergy_Bliss=4.99, Synergy_Loewe=1.65, Synergy_HSA=1.73. (6) Drug 1: CNC(=O)C1=CC=CC=C1SC2=CC3=C(C=C2)C(=NN3)C=CC4=CC=CC=N4. Drug 2: COC1=C(C=C2C(=C1)N=CN=C2NC3=CC(=C(C=C3)F)Cl)OCCCN4CCOCC4. Cell line: SNB-75. Synergy scores: CSS=36.6, Synergy_ZIP=-1.62, Synergy_Bliss=5.89, Synergy_Loewe=6.90, Synergy_HSA=7.33. (7) Drug 1: CC(C1=C(C=CC(=C1Cl)F)Cl)OC2=C(N=CC(=C2)C3=CN(N=C3)C4CCNCC4)N. Drug 2: C1=NC(=NC(=O)N1C2C(C(C(O2)CO)O)O)N. Cell line: UACC-257. Synergy scores: CSS=2.01, Synergy_ZIP=1.53, Synergy_Bliss=2.30, Synergy_Loewe=-2.43, Synergy_HSA=-2.03.